From a dataset of Forward reaction prediction with 1.9M reactions from USPTO patents (1976-2016). Predict the product of the given reaction. (1) Given the reactants [Br:1][C:2]1[CH:3]=[CH:4][C:5](I)=[C:6]([NH2:8])[CH:7]=1.[CH2:10]([N:14]1[CH2:18][CH2:17][CH2:16][C@H:15]1[CH3:19])[CH2:11][C:12]#[CH:13].C(N(CC)CC)C, predict the reaction product. The product is: [Br:1][C:2]1[CH:3]=[CH:4][C:5]([C:13]#[C:12][CH2:11][CH2:10][N:14]2[CH2:18][CH2:17][CH2:16][C@H:15]2[CH3:19])=[C:6]([NH2:8])[CH:7]=1. (2) The product is: [C:11]([O:15][C:16](=[O:29])[CH2:17][C:18]1([N:22]2[CH2:23][CH2:24][CH:25]([NH:10][C@@H:8]3[CH2:9][C@H:7]3[C:1]3[CH:6]=[CH:5][CH:4]=[CH:3][CH:2]=3)[CH2:26][CH2:27]2)[CH2:21][CH2:20][CH2:19]1)([CH3:14])([CH3:12])[CH3:13]. Given the reactants [C:1]1([C@@H:7]2[CH2:9][C@H:8]2[NH2:10])[CH:6]=[CH:5][CH:4]=[CH:3][CH:2]=1.[C:11]([O:15][C:16](=[O:29])[CH2:17][C:18]1([N:22]2[CH2:27][CH2:26][C:25](=O)[CH2:24][CH2:23]2)[CH2:21][CH2:20][CH2:19]1)([CH3:14])([CH3:13])[CH3:12].C(O)(=O)C.C(O[BH-](OC(=O)C)OC(=O)C)(=O)C.[Na+], predict the reaction product. (3) Given the reactants [S:1]1[C:5]2[CH:6]=[CH:7][CH:8]=[CH:9][C:4]=2[N:3]=[C:2]1[O:10][C:11]1[CH:16]=[CH:15][C:14]([CH2:17][CH2:18][N:19]([CH2:25][CH:26]2[CH2:28][CH2:27]2)[CH2:20][CH2:21][CH2:22][C:23]#[N:24])=[CH:13][CH:12]=1.C[Al](C)C.[N:33]([Si](C)(C)C)=[N+:34]=[N-:35], predict the reaction product. The product is: [S:1]1[C:5]2[CH:6]=[CH:7][CH:8]=[CH:9][C:4]=2[N:3]=[C:2]1[O:10][C:11]1[CH:16]=[CH:15][C:14]([CH2:17][CH2:18][N:19]([CH2:25][CH:26]2[CH2:27][CH2:28]2)[CH2:20][CH2:21][CH2:22][C:23]2[N:33]=[N:34][NH:35][N:24]=2)=[CH:13][CH:12]=1. (4) Given the reactants [Cl:1][C:2]1[N:3]=[C:4](Cl)[C:5]2[CH2:10][CH2:9][CH:8]([C:11]3[CH:16]=[CH:15][C:14]([F:17])=[CH:13][CH:12]=3)[C:6]=2[N:7]=1.[C:19]([O:23][C:24]([N:26]([CH:28]1[CH2:32][CH2:31][NH:30][CH2:29]1)[CH3:27])=[O:25])([CH3:22])([CH3:21])[CH3:20], predict the reaction product. The product is: [Cl:1][C:2]1[N:3]=[C:4]([N:30]2[CH2:31][CH2:32][CH:28]([N:26]([CH3:27])[C:24](=[O:25])[O:23][C:19]([CH3:20])([CH3:21])[CH3:22])[CH2:29]2)[C:5]2[CH2:10][CH2:9][CH:8]([C:11]3[CH:16]=[CH:15][C:14]([F:17])=[CH:13][CH:12]=3)[C:6]=2[N:7]=1. (5) Given the reactants [Cl:1][C:2]1[CH:27]=[C:26]([Cl:28])[CH:25]=[CH:24][C:3]=1[O:4][C:5]1[CH:10]=[CH:9][CH:8]=[CH:7][C:6]=1[NH:11][S:12]([C:15]1[CH:23]=[CH:22][C:18]([C:19]([OH:21])=O)=[CH:17][CH:16]=1)(=[O:14])=[O:13].[N:29]1([CH2:34][CH2:35][CH2:36][N:37]2[CH2:43][CH2:42][CH2:41][NH:40][CH2:39][CH2:38]2)[CH2:33][CH2:32][CH2:31][CH2:30]1, predict the reaction product. The product is: [Cl:1][C:2]1[CH:27]=[C:26]([Cl:28])[CH:25]=[CH:24][C:3]=1[O:4][C:5]1[CH:10]=[CH:9][CH:8]=[CH:7][C:6]=1[NH:11][S:12]([C:15]1[CH:16]=[CH:17][C:18]([C:19]([N:40]2[CH2:41][CH2:42][CH2:43][N:37]([CH2:36][CH2:35][CH2:34][N:29]3[CH2:30][CH2:31][CH2:32][CH2:33]3)[CH2:38][CH2:39]2)=[O:21])=[CH:22][CH:23]=1)(=[O:14])=[O:13]. (6) The product is: [OH:27][C:21]1([C:22]([O:24][CH2:25][CH3:26])=[O:23])[N:7]([C:6]([O:5][C:1]([CH3:4])([CH3:3])[CH3:2])=[O:15])[C:8]2=[N:9][CH:10]=[CH:11][CH:12]=[C:13]2[CH2:14]1. Given the reactants [C:1]([O:5][C:6](=[O:15])[NH:7][C:8]1[C:13]([CH3:14])=[CH:12][CH:11]=[CH:10][N:9]=1)([CH3:4])([CH3:3])[CH3:2].[Li]C(C)(C)C.[C:21](OCC)(=[O:27])[C:22]([O:24][CH2:25][CH3:26])=[O:23].O, predict the reaction product. (7) The product is: [C:23]([NH:1][C:4]1[CH:5]=[C:6]([CH:10]2[CH2:14][CH2:13][CH2:12][N:11]2[C:15]([O:17][C:18]([CH3:21])([CH3:20])[CH3:19])=[O:16])[CH:7]=[CH:8][CH:9]=1)(=[O:24])[CH3:22]. Given the reactants [N+:1]([C:4]1[CH:5]=[C:6]([C:10]2[N:11]([C:15]([O:17][C:18]([CH3:21])([CH3:20])[CH3:19])=[O:16])[CH:12]=[CH:13][CH:14]=2)[CH:7]=[CH:8][CH:9]=1)([O-])=O.[CH3:22][C:23](O)=[O:24], predict the reaction product.